Dataset: Reaction yield outcomes from USPTO patents with 853,638 reactions. Task: Predict the reaction yield, written as a fraction of the theoretical maximum amount of product (1.0 means a 100% yield; for example, 0.34 means a 34% yield). (1) The reactants are [C:1]([O:9][C@H:10]1[CH2:15][CH2:14][CH2:13][C@@H:12]([O:16]CC2C=CC=CC=2)[C@@H:11]1[C:24]1[N:28]([CH3:29])[N:27]=[CH:26][CH:25]=1)(=[O:8])[C:2]1[CH:7]=[CH:6][CH:5]=[CH:4][CH:3]=1. The catalyst is [C].[Pd].C(O)C. The product is [C:1]([O:9][C@H:10]1[CH2:15][CH2:14][CH2:13][C@@H:12]([OH:16])[C@@H:11]1[C:24]1[N:28]([CH3:29])[N:27]=[CH:26][CH:25]=1)(=[O:8])[C:2]1[CH:3]=[CH:4][CH:5]=[CH:6][CH:7]=1. The yield is 0.430. (2) No catalyst specified. The yield is 0.160. The product is [CH2:21]([NH:23][C:24](=[O:25])[NH:26][C:27]1[CH:32]=[CH:31][C:30]([C:2]2[N:3]=[C:4]([N:15]3[CH2:20][CH2:19][O:18][CH2:17][CH2:16]3)[C:5]3[CH2:10][N:9]([C:11]([O:13][CH3:14])=[O:12])[CH2:8][C:6]=3[N:7]=2)=[C:29]([F:42])[CH:28]=1)[CH3:22]. The reactants are Cl[C:2]1[N:3]=[C:4]([N:15]2[CH2:20][CH2:19][O:18][CH2:17][CH2:16]2)[C:5]2[CH2:10][N:9]([C:11]([O:13][CH3:14])=[O:12])[CH2:8][C:6]=2[N:7]=1.[CH2:21]([NH:23][C:24]([NH:26][C:27]1[CH:32]=[CH:31][C:30](B2OC(C)(C)C(C)(C)O2)=[C:29]([F:42])[CH:28]=1)=[O:25])[CH3:22]. (3) The catalyst is [C].[Pd].C(O)C. The reactants are [O:1]=[S:2]1(=[O:32])[C:6]2[CH:7]=[CH:8][C:9]([C:11]3[CH:12]=[C:13]([C:17]4[N:18]=[C:19]([CH:29]([CH3:31])[CH3:30])[NH:20][C:21]=4[C:22]4[CH:27]=[CH:26][CH:25]=[C:24]([CH3:28])[N:23]=4)[CH:14]=[CH:15][CH:16]=3)=[CH:10][C:5]=2[CH:4]=[CH:3]1. The yield is 0.900. The product is [O:32]=[S:2]1(=[O:1])[C:6]2[CH:7]=[CH:8][C:9]([C:11]3[CH:12]=[C:13]([C:17]4[N:18]=[C:19]([CH:29]([CH3:30])[CH3:31])[NH:20][C:21]=4[C:22]4[CH:27]=[CH:26][CH:25]=[C:24]([CH3:28])[N:23]=4)[CH:14]=[CH:15][CH:16]=3)=[CH:10][C:5]=2[CH2:4][CH2:3]1. (4) The reactants are [Cl:1][C:2]1[CH:33]=[CH:32][C:5]2[NH:6][C:7]([CH:9]([NH:15][C:16](=[O:31])[C:17]3[CH:22]=[CH:21][C:20]([C:23]([N:25]4[CH2:29][CH2:28][CH2:27][CH2:26]4)=[O:24])=[C:19]([CH3:30])[CH:18]=3)[CH2:10][CH2:11][C:12](O)=[O:13])=[N:8][C:4]=2[CH:3]=1.CN(C(O[N:42]1N=NC2C=[CH:46][CH:47]=[CH:48][C:43]1=2)=[N+](C)C)C.[B-](F)(F)(F)F.C(N(C(C)C)CC)(C)C.N1CCCC1.ClCl. The catalyst is O1CCCC1.C(OCC)(=O)C.C(O)C. The product is [Cl:1][C:2]1[CH:33]=[CH:32][C:5]2[NH:6][C:7]([CH:9]([NH:15][C:16](=[O:31])[C:17]3[CH:22]=[CH:21][C:20]([C:23]([N:25]4[CH2:29][CH2:28][CH2:27][CH2:26]4)=[O:24])=[C:19]([CH3:30])[CH:18]=3)[CH2:10][CH2:11][C:12]([N:42]3[CH2:43][CH2:48][CH2:47][CH2:46]3)=[O:13])=[N:8][C:4]=2[CH:3]=1. The yield is 0.540. (5) The reactants are Br[CH2:2][C:3]([C:5]1[C:10]([CH3:11])=[CH:9][C:8]([O:12][C:13]2[CH:18]=[C:17]([CH3:19])[CH:16]=[C:15]([CH3:20])[CH:14]=2)=[CH:7][C:6]=1[CH3:21])=O.[NH2:22][C:23]([NH2:25])=[S:24]. The catalyst is CCO. The product is [CH3:20][C:15]1[CH:14]=[C:13]([CH:18]=[C:17]([CH3:19])[CH:16]=1)[O:12][C:8]1[CH:9]=[C:10]([CH3:11])[C:5]([C:3]2[N:22]=[C:23]([NH2:25])[S:24][CH:2]=2)=[C:6]([CH3:21])[CH:7]=1. The yield is 0.590. (6) The yield is 0.780. The product is [CH3:32][C:27]1[C:26]([C:18]2[N:17]([C:14]3[CH:15]=[CH:16][C:11]([S:8]([NH2:3])(=[O:10])=[O:9])=[CH:12][CH:13]=3)[CH:21]=[C:20]([C:22]([F:23])([F:24])[F:25])[N:19]=2)=[CH:31][CH:30]=[CH:29][N:28]=1. The reactants are CC1[N:3]([S:8]([C:11]2[CH:16]=[CH:15][C:14]([N:17]3[CH2:21][CH:20]([C:22]([F:25])([F:24])[F:23])[N:19]=[C:18]3[C:26]3[C:27]([CH3:32])=[N:28][CH:29]=[CH:30][CH:31]=3)=[CH:13][CH:12]=2)(=[O:10])=[O:9])C(C)=CC=1.C(=O)(O)[O-].[Na+]. The catalyst is C(O)(C(F)(F)F)=O.O.